This data is from Catalyst prediction with 721,799 reactions and 888 catalyst types from USPTO. The task is: Predict which catalyst facilitates the given reaction. (1) Reactant: [C:1]([C:3]1[CH:4]=[C:5]([CH:10]=[CH:11][C:12]=1[O:13][CH:14]([CH3:16])[CH3:15])[C:6]([O:8]C)=[O:7])#[N:2].[OH-].[Na+].O. Product: [C:1]([C:3]1[CH:4]=[C:5]([CH:10]=[CH:11][C:12]=1[O:13][CH:14]([CH3:16])[CH3:15])[C:6]([OH:8])=[O:7])#[N:2]. The catalyst class is: 32. (2) The catalyst class is: 6. Reactant: [CH:1]([C:3]1[CH:9]=[CH:8][C:7]([O:10][CH3:11])=[CH:6][C:4]=1[NH2:5])=O.[NH2:12][C:13](N)=[O:14]. Product: [OH:14][C:13]1[N:12]=[CH:1][C:3]2[C:4](=[CH:6][C:7]([O:10][CH3:11])=[CH:8][CH:9]=2)[N:5]=1.